Regression. Given a peptide amino acid sequence and an MHC pseudo amino acid sequence, predict their binding affinity value. This is MHC class II binding data. From a dataset of Peptide-MHC class II binding affinity with 134,281 pairs from IEDB. (1) The peptide sequence is CGMFTNRSGSQQ. The MHC is DRB1_1201 with pseudo-sequence DRB1_1201. The binding affinity (normalized) is 0. (2) The peptide sequence is STHEMYYVSGARSNV. The MHC is DRB3_0301 with pseudo-sequence DRB3_0301. The binding affinity (normalized) is 0.494. (3) The peptide sequence is AFILDGDNLFPKV. The MHC is HLA-DQA10102-DQB10502 with pseudo-sequence HLA-DQA10102-DQB10502. The binding affinity (normalized) is 0.212. (4) The peptide sequence is IIYPGTLWCGHGNKSSGP. The MHC is DRB1_1501 with pseudo-sequence DRB1_1501. The binding affinity (normalized) is 0.140. (5) The peptide sequence is YDKFLANVKTVLTGK. The MHC is DRB1_0405 with pseudo-sequence DRB1_0405. The binding affinity (normalized) is 0.563. (6) The peptide sequence is LYKYKVVKIEPLGVAPTKAK. The MHC is DRB1_1001 with pseudo-sequence DRB1_1001. The binding affinity (normalized) is 0.962. (7) The peptide sequence is LGQTIRNSRWSSPDN. The MHC is HLA-DPA10103-DPB10201 with pseudo-sequence HLA-DPA10103-DPB10201. The binding affinity (normalized) is 0.386.